From a dataset of Full USPTO retrosynthesis dataset with 1.9M reactions from patents (1976-2016). Predict the reactants needed to synthesize the given product. (1) Given the product [CH:1]1([C:5]2[C:7]([C:8]([O:10][CH2:11][CH3:12])=[O:9])=[CH:13][NH:14][N:17]=2)[CH2:4][CH2:3][CH2:2]1, predict the reactants needed to synthesize it. The reactants are: [CH:1]1([C:5](/[C:7](=[CH:13]\[N:14](C)C)/[C:8]([O:10][CH2:11][CH3:12])=[O:9])=O)[CH2:4][CH2:3][CH2:2]1.[NH2:17]N.O. (2) Given the product [F:1][C:2]1[CH:3]=[C:4]2[C:5]([C:11]([CH3:12])=[CH:10][C:9]([OH:14])=[N:8]2)=[CH:6][CH:7]=1, predict the reactants needed to synthesize it. The reactants are: [F:1][C:2]1[CH:3]=[C:4]([NH:8][C:9](=[O:14])[CH2:10][C:11](=O)[CH3:12])[CH:5]=[CH:6][CH:7]=1.S(=O)(=O)(O)O.[NH4+].[OH-]. (3) Given the product [CH3:10][C:9]1[C:12]([O:19][C:5]2[CH:6]=[CH:7][C:2]([C:1]#[N:8])=[CH:3][CH:4]=2)=[C:13]([CH3:14])[NH:22][N:21]=1, predict the reactants needed to synthesize it. The reactants are: [C:1](#[N:8])[C:2]1[CH:7]=[CH:6][CH:5]=[CH:4][CH:3]=1.[CH:9]1([C:12](=[O:19])[CH2:13][C:14](C2CC2)=O)C[CH2:10]1.O.[NH2:21][NH2:22]. (4) Given the product [CH:1]1([N:6]2[CH2:12][C:11]([F:14])([F:13])[C:10](=[O:15])[N:9]([CH3:16])[C:8]3[CH:17]=[N:18][C:19]([NH:21][C:22]4[CH:30]=[CH:29][C:25]([C:26]([N:48]5[CH2:49][CH2:50][CH2:51][CH2:52][CH2:47]5)=[O:28])=[CH:24][C:23]=4[O:31][CH3:32])=[N:20][C:7]2=3)[CH2:5][CH2:4][CH2:3][CH2:2]1, predict the reactants needed to synthesize it. The reactants are: [CH:1]1([N:6]2[CH2:12][C:11]([F:14])([F:13])[C:10](=[O:15])[N:9]([CH3:16])[C:8]3[CH:17]=[N:18][C:19]([NH:21][C:22]4[CH:30]=[CH:29][C:25]([C:26]([OH:28])=O)=[CH:24][C:23]=4[O:31][CH3:32])=[N:20][C:7]2=3)[CH2:5][CH2:4][CH2:3][CH2:2]1.F[P-](F)(F)(F)(F)F.CN(C(N(C)C)=[N+]1[C:52]2[C:47](=[N:48][CH:49]=[CH:50][CH:51]=2)[N+]([O-])=N1)C.C(N(C(C)C)C(C)C)C.N1CCCCC1. (5) Given the product [CH3:61][N:30]([CH3:29])[CH2:31][CH2:32][CH2:33][O:34][N:35]=[C:36]1[CH2:45][CH:44]([C:46]2[CH:51]=[CH:50][CH:49]=[CH:48][C:47]=2[C:53]2[CH:54]=[CH:55][CH:56]=[CH:57][CH:58]=2)[CH2:43][C:42]2[N:41]=[C:40]([NH2:59])[N:39]=[C:38]([CH3:60])[C:37]1=2, predict the reactants needed to synthesize it. The reactants are: NC1N=C(C)C2C(=NO)CC(C3C=CC=CC=3C3C=CC=CC=3)CC=2N=1.[H-].[Na+].[CH3:29][N:30]([CH3:61])[CH2:31][CH2:32][CH2:33][O:34][N:35]=[C:36]1[CH2:45][CH:44]([C:46]2[CH:51]=[C:50](F)[CH:49]=[CH:48][C:47]=2[C:53]2[CH:58]=[CH:57][CH:56]=[CH:55][CH:54]=2)[CH2:43][C:42]2[N:41]=[C:40]([NH2:59])[N:39]=[C:38]([CH3:60])[C:37]1=2. (6) Given the product [NH2:1][C:2]1[CH:13]=[C:12]([Cl:14])[CH:11]=[CH:10][C:3]=1[CH:4]=[O:5], predict the reactants needed to synthesize it. The reactants are: [NH2:1][C:2]1[CH:13]=[C:12]([Cl:14])[CH:11]=[CH:10][C:3]=1[C:4](N(OC)C)=[O:5].